This data is from Full USPTO retrosynthesis dataset with 1.9M reactions from patents (1976-2016). The task is: Predict the reactants needed to synthesize the given product. Given the product [F:1][C:2]1[CH:7]=[CH:6][C:5]([F:8])=[CH:4][C:3]=1[C@H:9]1[CH2:13][CH2:12][CH2:11][N:10]1[C:14]1[CH:19]=[CH:18][N:17]2[N:20]=[CH:21][C:22]([NH:23][C:30]([C@H:27]3[CH2:28][CH2:29][C@@H:25]([OH:24])[CH2:26]3)=[O:31])=[C:16]2[N:15]=1, predict the reactants needed to synthesize it. The reactants are: [F:1][C:2]1[CH:7]=[CH:6][C:5]([F:8])=[CH:4][C:3]=1[C@H:9]1[CH2:13][CH2:12][CH2:11][N:10]1[C:14]1[CH:19]=[CH:18][N:17]2[N:20]=[CH:21][C:22]([NH2:23])=[C:16]2[N:15]=1.[OH:24][C@@H:25]1[CH2:29][CH2:28][C@H:27]([C:30](O)=[O:31])[CH2:26]1.F[B-](F)(F)F.N1(OC(N(C)C)=[N+](C)C)C2C=CC=CC=2N=N1.CCN(C(C)C)C(C)C.